Dataset: Full USPTO retrosynthesis dataset with 1.9M reactions from patents (1976-2016). Task: Predict the reactants needed to synthesize the given product. (1) Given the product [CH3:18][O:19][C:20]1[CH:21]=[C:22](/[C:23](=[CH:5]/[C:4]2[CH:7]=[CH:8][CH:9]=[C:2]([F:1])[C:3]=2[O:10][CH2:11][O:12][CH2:13][CH2:14][O:15][CH3:16])/[C:24]#[N:25])[CH:26]=[CH:27][C:28]=1[O:29][CH3:30], predict the reactants needed to synthesize it. The reactants are: [F:1][C:2]1[C:3]([OH:10])=[C:4]([CH:7]=[CH:8][CH:9]=1)[CH:5]=O.[CH3:11][O:12][CH2:13][CH2:14][O:15][CH2:16]Cl.[CH3:18][O:19][C:20]1[CH:21]=[C:22]([CH:26]=[CH:27][C:28]=1[O:29][CH3:30])[CH2:23][C:24]#[N:25]. (2) Given the product [F:17][CH2:18][CH2:19][N:2]1[C:3]([C:6]([O:8][CH2:9][CH3:10])=[O:7])=[CH:4][CH:5]=[N:1]1, predict the reactants needed to synthesize it. The reactants are: [NH:1]1[CH:5]=[CH:4][C:3]([C:6]([O:8][CH2:9][CH3:10])=[O:7])=[N:2]1.C(=O)([O-])[O-].[Cs+].[Cs+].[F:17][CH2:18][CH2:19]I. (3) Given the product [C:7]1([N:6]2[CH2:5][C:4](=[O:17])[CH2:15][C:14](=[O:16])[CH2:13]2)[CH:12]=[CH:11][CH:10]=[CH:9][CH:8]=1, predict the reactants needed to synthesize it. The reactants are: C(O[C:4](=[O:17])[CH2:5][N:6]([CH2:13][C:14](=[O:16])[CH3:15])[C:7]1[CH:12]=[CH:11][CH:10]=[CH:9][CH:8]=1)C.CC(C)([O-])C.[K+]. (4) Given the product [CH3:90][N:91]([CH3:103])[C@@H:92]1[CH2:93][O:94][CH2:95][C@H:96]1[N:97]1[CH2:102][CH2:101][N:100]([C:2]([NH:1][C@:4]23[CH2:39][CH2:38][C@@H:37]([C:40]([CH3:42])=[CH2:41])[C@@H:5]2[C@@H:6]2[C@@:19]([CH3:22])([CH2:20][CH2:21]3)[C@@:18]3([CH3:23])[C@@H:9]([C@:10]4([CH3:36])[C@@H:15]([CH2:16][CH2:17]3)[C:14]([CH3:24])([CH3:25])[C:13]([C:26]3[CH:27]=[CH:28][C:29]([C:30]([OH:32])=[O:31])=[CH:34][CH:35]=3)=[CH:12][CH2:11]4)[CH2:8][CH2:7]2)=[O:3])[CH2:99][CH2:98]1, predict the reactants needed to synthesize it. The reactants are: [N:1]([C@:4]12[CH2:39][CH2:38][C@@H:37]([C:40]([CH3:42])=[CH2:41])[C@@H:5]1[C@@H:6]1[C@@:19]([CH3:22])([CH2:20][CH2:21]2)[C@@:18]2([CH3:23])[C@@H:9]([C@:10]3([CH3:36])[C@@H:15]([CH2:16][CH2:17]2)[C:14]([CH3:25])([CH3:24])[C:13]([C:26]2[CH:35]=[CH:34][C:29]([C:30]([O:32]C)=[O:31])=[CH:28][CH:27]=2)=[CH:12][CH2:11]3)[CH2:8][CH2:7]1)=[C:2]=[O:3].CN(C)CCNC(=O)N[C@]12CC[C@@H](C(C)=C)[C@@H]1[C@@H]1[C@@](C)(CC2)[C@@]2(C)[C@@H]([C@]3(C)[C@@H](CC2)C(C)(C)C(C2C=CC(C(O)=O)=CC=2)=CC3)CC1.[CH3:90][N:91]([CH3:103])[C@H:92]1[C@H:96]([N:97]2[CH2:102][CH2:101][NH:100][CH2:99][CH2:98]2)[CH2:95][O:94][CH2:93]1. (5) Given the product [Br:1][C:2]1[CH:10]=[CH:9][C:5]([C:6]([N:20]([O:21][CH3:22])[CH3:19])=[O:7])=[CH:4][C:3]=1[F:11], predict the reactants needed to synthesize it. The reactants are: [Br:1][C:2]1[CH:10]=[CH:9][C:5]([C:6](O)=[O:7])=[CH:4][C:3]=1[F:11].C(Cl)(=O)C(Cl)=O.Cl.[CH3:19][NH:20][O:21][CH3:22].C(N(CC)CC)C. (6) Given the product [C:1]([C:5]1[CH:10]=[CH:9][C:8]([S:11]([N:14]([C:15]2[CH:16]=[CH:17][C:18]([CH3:21])=[CH:19][CH:20]=2)[CH2:22][C:23]([N:27]([CH3:26])[CH2:28][C:29]2[CH:30]=[N:31][CH:32]=[CH:33][CH:34]=2)=[O:24])(=[O:13])=[O:12])=[CH:7][CH:6]=1)([CH3:2])([CH3:3])[CH3:4], predict the reactants needed to synthesize it. The reactants are: [C:1]([C:5]1[CH:10]=[CH:9][C:8]([S:11]([N:14]([CH2:22][C:23](O)=[O:24])[C:15]2[CH:20]=[CH:19][C:18]([CH3:21])=[CH:17][CH:16]=2)(=[O:13])=[O:12])=[CH:7][CH:6]=1)([CH3:4])([CH3:3])[CH3:2].[CH3:26][NH:27][CH2:28][C:29]1[CH:30]=[N:31][CH:32]=[CH:33][CH:34]=1. (7) Given the product [C:16]([O:12][CH2:11][CH:10]([O:13][CH2:14][CH3:15])[O:9][CH2:7][CH3:8])(=[O:23])[C:17]1[CH:22]=[CH:21][CH:20]=[CH:19][CH:18]=1, predict the reactants needed to synthesize it. The reactants are: N1C=CC=CC=1.[CH2:7]([O:9][CH:10]([O:13][CH2:14][CH3:15])[CH2:11][OH:12])[CH3:8].[C:16](Cl)(=[O:23])[C:17]1[CH:22]=[CH:21][CH:20]=[CH:19][CH:18]=1.CO. (8) The reactants are: [CH3:1][O:2][C:3]1[CH:8]=[CH:7][C:6]([C:9]2[C:13]([CH3:14])=[N:12][N:11](COCC[Si](C)(C)C)[C:10]=2[C:23]2[CH:24]=[N:25][C:26]([NH2:29])=[N:27][CH:28]=2)=[CH:5][CH:4]=1.B(Cl)(Cl)Cl.COC.C([O-])(O)=O.[Na+]. Given the product [CH3:1][O:2][C:3]1[CH:8]=[CH:7][C:6]([C:9]2[C:13]([CH3:14])=[N:12][NH:11][C:10]=2[C:23]2[CH:28]=[N:27][C:26]([NH2:29])=[N:25][CH:24]=2)=[CH:5][CH:4]=1, predict the reactants needed to synthesize it.